This data is from Acute oral toxicity (LD50) regression data from Zhu et al.. The task is: Regression/Classification. Given a drug SMILES string, predict its toxicity properties. Task type varies by dataset: regression for continuous values (e.g., LD50, hERG inhibition percentage) or binary classification for toxic/non-toxic outcomes (e.g., AMES mutagenicity, cardiotoxicity, hepatotoxicity). Dataset: ld50_zhu. (1) The molecule is C=CC(=O)OCCCCCCCC(C)C. The rat oral LD50 is 1.29, given as -log10 of the dose in mol/kg body weight (higher means more acutely toxic). (2) The molecule is CCOC(=O)Oc1ccc(CCNC(=O)C(CCSC)NC(C)=O)cc1OC(=O)OCC. The rat oral LD50 is 2.37, given as -log10 of the dose in mol/kg body weight (higher means more acutely toxic).